Task: Predict the reaction yield, written as a fraction of the theoretical maximum amount of product (1.0 means a 100% yield; for example, 0.34 means a 34% yield).. Dataset: Reaction yield outcomes from USPTO patents with 853,638 reactions The yield is 0.650. The reactants are [CH3:1][N:2]1[CH2:6][CH2:5][CH:4]([O:7][C:8]2[CH:13]=[C:12]([C:14]([F:17])([F:16])[F:15])[CH:11]=[C:10]([N+:18]([O-])=O)[CH:9]=2)[CH2:3]1. The product is [CH3:1][N:2]1[CH2:6][CH2:5][CH:4]([O:7][C:8]2[CH:9]=[C:10]([CH:11]=[C:12]([C:14]([F:15])([F:16])[F:17])[CH:13]=2)[NH2:18])[CH2:3]1. The catalyst is CO.[Pd].